This data is from Forward reaction prediction with 1.9M reactions from USPTO patents (1976-2016). The task is: Predict the product of the given reaction. (1) Given the reactants [NH:1]1[C:10]2[CH2:9][CH2:8][CH2:7][N:6]([C:11]([O:13][C:14]([CH3:17])([CH3:16])[CH3:15])=[O:12])[CH2:5][C:4]=2[C:3]([C:18]([O:20]CC)=O)=[N:2]1.Cl.Cl.[F:25][C:26]([F:40])([F:39])[C:27]1[CH:32]=[CH:31][CH:30]=[CH:29][C:28]=1[CH:33]1[CH2:38][CH2:37][NH:36][CH2:35][CH2:34]1.F[P-](F)(F)(F)(F)F.N1(O[P+](N(C)C)(N(C)C)N(C)C)C2C=CC=CC=2N=N1.CCN(C(C)C)C(C)C, predict the reaction product. The product is: [F:40][C:26]([F:25])([F:39])[C:27]1[CH:32]=[CH:31][CH:30]=[CH:29][C:28]=1[CH:33]1[CH2:34][CH2:35][N:36]([C:18]([C:3]2[C:4]3[CH2:5][N:6]([C:11]([O:13][C:14]([CH3:15])([CH3:16])[CH3:17])=[O:12])[CH2:7][CH2:8][CH2:9][C:10]=3[NH:1][N:2]=2)=[O:20])[CH2:37][CH2:38]1. (2) Given the reactants OC1C=C(C2C=NC=CC=2)OC2(CCN([C:10]([C:12]3[CH:17]=[CH:16][C:15]([O:18][CH:19]([CH3:21])[CH3:20])=[C:14]([CH3:22])[CH:13]=3)=[O:11])CC2)C1, predict the reaction product. The product is: [CH:19]([O:18][C:15]1[CH:16]=[CH:17][C:12]([CH:10]=[O:11])=[CH:13][C:14]=1[CH3:22])([CH3:21])[CH3:20]. (3) Given the reactants Br[C:2]1[C:3](=[O:20])[N:4]([C:14]2[CH:19]=[CH:18][CH:17]=[CH:16][CH:15]=2)[CH:5]=[C:6]([C:8]2[CH:13]=[CH:12][CH:11]=[CH:10][N:9]=2)[CH:7]=1.[CH:21]1([Mg]Cl)[CH2:26][CH2:25][CH2:24][CH2:23][CH2:22]1.O, predict the reaction product. The product is: [CH:21]1([C:2]2[C:3](=[O:20])[N:4]([C:14]3[CH:19]=[CH:18][CH:17]=[CH:16][CH:15]=3)[CH:5]=[C:6]([C:8]3[CH:13]=[CH:12][CH:11]=[CH:10][N:9]=3)[CH:7]=2)[CH2:26][CH2:25][CH2:24][CH2:23][CH2:22]1.